Predict the reactants needed to synthesize the given product. From a dataset of Full USPTO retrosynthesis dataset with 1.9M reactions from patents (1976-2016). (1) Given the product [Cl:28][C:29]1[CH:36]=[CH:35][C:32]([CH:33]([OH:34])[CH:21]([C:22]2[CH:23]=[CH:24][N:25]=[CH:26][CH:27]=2)[OH:20])=[CH:31][C:30]=1[O:37][CH3:38], predict the reactants needed to synthesize it. The reactants are: C(NC(C)C)(C)C.C([Li])CCC.[Si]([O:20][CH2:21][C:22]1[CH:27]=[CH:26][N:25]=[CH:24][CH:23]=1)(C(C)(C)C)(C)C.[Cl:28][C:29]1[CH:36]=[CH:35][C:32]([CH:33]=[O:34])=[CH:31][C:30]=1[O:37][CH3:38].C(=O)([O-])O.[Na+]. (2) Given the product [CH:17]1([O:16][CH2:15][CH2:14][CH:11]2[CH2:10][CH2:9][NH:8][CH2:13][CH2:12]2)[CH2:22][CH2:21][CH2:20][CH2:19][CH2:18]1, predict the reactants needed to synthesize it. The reactants are: C(OC([N:8]1[CH2:13][CH2:12][CH:11]([CH2:14][CH2:15][O:16][CH:17]2[CH2:22][CH2:21][CH2:20][CH2:19][CH2:18]2)[CH2:10][CH2:9]1)=O)(C)(C)C.Cl.CCOCC.